From a dataset of Full USPTO retrosynthesis dataset with 1.9M reactions from patents (1976-2016). Predict the reactants needed to synthesize the given product. (1) Given the product [Br:12][C:13]1[CH:14]=[C:15]2[N:21]=[CH:20][NH:19][C:16]2=[N+:17]([O-:9])[CH:18]=1, predict the reactants needed to synthesize it. The reactants are: ClC1C=CC=C(C(OO)=[O:9])C=1.[Br:12][C:13]1[CH:14]=[C:15]2[N:21]=[CH:20][NH:19][C:16]2=[N:17][CH:18]=1. (2) The reactants are: Cl[C:2]1[CH:11]=[CH:10][N:9]=[C:8]2[C:3]=1[CH:4]=[CH:5][C:6]([C:12]([F:15])([F:14])[F:13])=[N:7]2.[F:16][C:17]1[CH:22]=[CH:21][C:20](B(O)O)=[CH:19][C:18]=1[C:26]1[CH:31]=[CH:30][N:29]=[CH:28][N:27]=1. Given the product [F:16][C:17]1[CH:22]=[CH:21][C:20]([C:2]2[CH:11]=[CH:10][N:9]=[C:8]3[C:3]=2[CH:4]=[CH:5][C:6]([C:12]([F:15])([F:14])[F:13])=[N:7]3)=[CH:19][C:18]=1[C:26]1[CH:31]=[CH:30][N:29]=[CH:28][N:27]=1, predict the reactants needed to synthesize it. (3) Given the product [CH2:4]([C:3]([C:27]1[CH:32]=[CH:31][C:30]([O:33][CH2:50][C@H:51]2[O:55][C:54](=[O:56])[CH2:53][CH2:52]2)=[C:29]([CH3:34])[CH:28]=1)([C:6]1[CH:11]=[CH:10][C:9](/[CH:12]=[CH:13]/[C:14]([CH2:24][CH3:25])([OH:23])[CH2:15][CH2:16][CH3:17])=[C:8]([CH3:26])[CH:7]=1)[CH2:1][CH3:2])[CH3:5], predict the reactants needed to synthesize it. The reactants are: [CH2:1]([C:3]([C:27]1[CH:32]=[CH:31][C:30]([OH:33])=[C:29]([CH3:34])[CH:28]=1)([C:6]1[CH:11]=[CH:10][C:9](/[CH:12]=[CH:13]/[C:14]([CH2:24][CH3:25])([OH:23])[CH2:15][CH2:16][CH2:17]CCCCC)=[C:8]([CH3:26])[CH:7]=1)[CH2:4][CH3:5])[CH3:2].C([O-])([O-])=O.[K+].[K+].C1(C)C=CC(S([CH2:50][C@H:51]2[O:55][C:54](=[O:56])[CH2:53][CH2:52]2)(=O)=O)=CC=1.C(OCC)(=O)C. (4) The reactants are: [Br:1][C:2]1[CH:3]=[CH:4][C:5]2[N:6]([N:15]=[C:16]([NH2:18])[N:17]=2)[C:7]=1[NH:8][CH:9]1[CH2:14][CH2:13][CH2:12][CH2:11][CH2:10]1.Cl.[C:20](Cl)(=[O:27])[C:21]1[CH:26]=[CH:25][CH:24]=[N:23][CH:22]=1. Given the product [Br:1][C:2]1[CH:3]=[CH:4][C:5]2[N:6]([N:15]=[C:16]([NH:18][C:20](=[O:27])[C:21]3[CH:26]=[CH:25][CH:24]=[N:23][CH:22]=3)[N:17]=2)[C:7]=1[NH:8][CH:9]1[CH2:10][CH2:11][CH2:12][CH2:13][CH2:14]1, predict the reactants needed to synthesize it. (5) Given the product [CH3:8][O:9][C:10]([C@@H:12]1[CH2:16][C@@H:15]([S:17]([CH3:20])(=[O:19])=[O:18])[CH2:14][N:13]1[C:21](=[O:26])[CH2:22][C:23](=[O:24])[CH3:25])=[O:11], predict the reactants needed to synthesize it. The reactants are: FC(F)(F)C(O)=O.[CH3:8][O:9][C:10]([C@@H:12]1[CH2:16][C@@H:15]([S:17]([CH3:20])(=[O:19])=[O:18])[CH2:14][NH:13]1)=[O:11].[C:21](OC(C)(C)C)(=[O:26])[CH2:22][C:23]([CH3:25])=[O:24]. (6) Given the product [ClH:1].[Cl:1][C:2]1[CH:3]=[C:4]([O:30][CH3:31])[C:5]([O:28][CH3:29])=[C:6]([CH:8]([NH:10][C:11]2[CH:16]=[C:15]([N:17]3[CH2:18][CH2:19][N:20]([CH3:23])[CH2:21][CH2:22]3)[CH:14]=[CH:13][C:12]=2[S:24]([CH3:27])(=[O:25])=[O:26])[CH3:9])[CH:7]=1, predict the reactants needed to synthesize it. The reactants are: [Cl:1][C:2]1[CH:3]=[C:4]([O:30][CH3:31])[C:5]([O:28][CH3:29])=[C:6]([CH:8]([NH:10][C:11]2[CH:16]=[C:15]([N:17]3[CH2:22][CH2:21][N:20]([CH3:23])[CH2:19][CH2:18]3)[CH:14]=[CH:13][C:12]=2[S:24]([CH3:27])(=[O:26])=[O:25])[CH3:9])[CH:7]=1.Cl.